Predict the reactants needed to synthesize the given product. From a dataset of Full USPTO retrosynthesis dataset with 1.9M reactions from patents (1976-2016). (1) Given the product [CH:1]1([NH:4][C:11]2[C:10]3=[N:15][CH:16]=[C:17]([C:18]#[N:19])[N:9]3[N:8]=[C:7]([S:6][CH3:5])[N:12]=2)[CH2:3][CH2:2]1, predict the reactants needed to synthesize it. The reactants are: [CH:1]1([NH2:4])[CH2:3][CH2:2]1.[CH3:5][S:6][C:7]1[N:12]=[C:11](SC)[C:10]2=[N:15][CH:16]=[C:17]([C:18]#[N:19])[N:9]2[N:8]=1. (2) Given the product [Br:1][C:2]1[CH:7]=[CH:6][C:5]([C@@H:8]([N:10]2[CH2:15][CH2:14][C@:13]([CH2:40][C:41]([OH:44])([CH3:43])[CH2:42][OH:31])([C:16]3[CH:21]=[CH:20][CH:19]=[CH:18][CH:17]=3)[O:45][C:11]2=[O:12])[CH3:9])=[CH:4][CH:3]=1, predict the reactants needed to synthesize it. The reactants are: [Br:1][C:2]1[CH:7]=[CH:6][C:5]([C@@H:8]([N:10]2[CH2:15][CH2:14][C@:13](CC(C)=C)([C:16]3[CH:21]=[CH:20][CH:19]=[CH:18][CH:17]=3)[O:12][C:11]2=O)[CH3:9])=[CH:4][CH:3]=1.C[N+]1([O-])CC[O:31]CC1.C1COCC1.[CH3:40][C:41]([OH:44])([CH3:43])[CH3:42].[OH2:45]. (3) Given the product [CH2:2]([CH:3]([O:6][C:10]1[N:15]=[C:14]([CH3:16])[N:13]=[C:12]([C:17]([C:21]2[C:22]([CH3:29])=[CH:23][C:24]([CH3:28])=[CH:25][C:26]=2[CH3:27])([CH3:20])[C:18]#[N:19])[C:11]=1[CH3:30])[CH2:4][CH3:5])[CH3:1], predict the reactants needed to synthesize it. The reactants are: [CH3:1][CH2:2][CH:3]([OH:6])[CH2:4][CH3:5].[H-].[Na+].Cl[C:10]1[N:15]=[C:14]([CH3:16])[N:13]=[C:12]([C:17]([C:21]2[C:26]([CH3:27])=[CH:25][C:24]([CH3:28])=[CH:23][C:22]=2[CH3:29])([CH3:20])[C:18]#[N:19])[C:11]=1[CH3:30]. (4) Given the product [CH2:29]([N:31]([CH2:36][CH3:37])[C:32]([CH2:33][O:25][P:23]([CH:9]([C:8]1[C:4]2[CH:3]=[C:2]([Cl:1])[CH:28]=[CH:27][C:5]=2[S:6][CH:7]=1)[C:10](=[O:22])[NH:11][CH:12]=[CH:13][C:14]1[CH:19]=[CH:18][C:17]([F:20])=[C:16]([F:21])[CH:15]=1)([CH3:26])=[O:24])=[O:35])[CH3:30], predict the reactants needed to synthesize it. The reactants are: [Cl:1][C:2]1[CH:28]=[CH:27][C:5]2[S:6][CH:7]=[C:8]([CH:9]([P:23]([CH3:26])(=[O:25])[OH:24])[C:10](=[O:22])[NH:11][CH:12]=[CH:13][C:14]3[CH:19]=[CH:18][C:17]([F:20])=[C:16]([F:21])[CH:15]=3)[C:4]=2[CH:3]=1.[CH2:29]([N:31]([CH2:36][CH3:37])[C:32](=[O:35])[CH2:33]O)[CH3:30].CC1C=C(C)C(S(N2N=C([N+]([O-])=O)N=C2)(=O)=O)=C(C)C=1. (5) The reactants are: CC(C)([O-])C.[K+].[C:7]([O:11][C:12](=[O:26])[CH2:13][CH:14](P(OCC)(OCC)=O)[C:15]([OH:17])=[O:16])([CH3:10])([CH3:9])[CH3:8].[CH:27]1([CH2:33][CH2:34][CH:35]=O)[CH2:32][CH2:31][CH2:30][CH2:29][CH2:28]1.C(O)(=O)CC(CC(O)=O)(C(O)=O)O.[CH:50]1([NH2:56])[CH2:55][CH2:54][CH2:53][CH2:52][CH2:51]1. Given the product [CH:50]1([NH2:56])[CH2:55][CH2:54][CH2:53][CH2:52][CH2:51]1.[C:7]([O:11][C:12](=[O:26])[CH2:13]/[C:14](=[CH:35]\[CH2:34][CH2:33][CH:27]1[CH2:32][CH2:31][CH2:30][CH2:29][CH2:28]1)/[C:15]([OH:17])=[O:16])([CH3:8])([CH3:9])[CH3:10], predict the reactants needed to synthesize it. (6) Given the product [CH:10]([O:9][C:7]([C:6]1[C:5](=[O:17])[NH:35][C:31]([N:28]2[CH2:27][CH2:26][CH:25]([C:23]([O:22][C:18]([CH3:21])([CH3:20])[CH3:19])=[O:24])[CH2:30][CH2:29]2)=[C:32]([C:33]#[N:34])[CH:13]=1)=[O:8])([CH3:11])[CH3:12], predict the reactants needed to synthesize it. The reactants are: C(O[C:5](=[O:17])[C:6](=[CH:13]OCC)[C:7]([O:9][CH:10]([CH3:12])[CH3:11])=[O:8])(C)C.[C:18]([O:22][C:23]([CH:25]1[CH2:30][CH2:29][N:28]([C:31](=[NH:35])[CH2:32][C:33]#[N:34])[CH2:27][CH2:26]1)=[O:24])([CH3:21])([CH3:20])[CH3:19]. (7) Given the product [CH3:25][CH2:24][N:17]([C:15]([C:14]1[C:13](=[O:26])[N:12]([CH3:27])[C:8]2[CH:9]=[CH:10][CH:11]=[C:2]([Cl:1])[C:3]=2[C:4]=1[OH:6])=[O:16])[C:18]1[CH:23]=[CH:22][CH:21]=[CH:20][CH:19]=1, predict the reactants needed to synthesize it. The reactants are: [Cl:1][C:2]1[CH:11]=[CH:10][CH:9]=[C:8]([N:12]([CH3:27])[C:13](=[O:26])[CH2:14][C:15]([N:17]([CH2:24][CH3:25])[C:18]2[CH:23]=[CH:22][CH:21]=[CH:20][CH:19]=2)=[O:16])[C:3]=1[C:4]([O:6]C)=O.[O-]CC.[Na+].O.Cl. (8) Given the product [CH3:1][O:2][C:3](=[O:20])[CH2:4][CH2:5][CH2:6][CH2:7][CH2:8][CH2:9][CH2:10][CH2:11][CH2:12][CH2:13][CH2:14][CH2:15][CH2:16][CH2:17][CH2:18][N:21]=[N+:22]=[N-:23], predict the reactants needed to synthesize it. The reactants are: [CH3:1][O:2][C:3](=[O:20])[CH2:4][CH2:5][CH2:6][CH2:7][CH2:8][CH2:9][CH2:10][CH2:11][CH2:12][CH2:13][CH2:14][CH2:15][CH2:16][CH2:17][CH2:18]Br.[N-:21]=[N+:22]=[N-:23].[Na+]. (9) Given the product [Cl:35][C:36]1[CH:37]=[C:38]([CH:39]=[CH:40][CH:41]=1)[O:42][C:20]1[N:21]=[C:22]([CH2:25][CH:26]([CH3:28])[CH3:27])[C:23]2[N:24]=[C:16]([C:12]3[CH:13]=[C:14]([CH3:15])[C:9]([O:8][CH2:7][C:6]([O:5][C:1]([CH3:4])([CH3:3])[CH3:2])=[O:34])=[C:10]([CH3:33])[CH:11]=3)[O:17][C:18]=2[N:19]=1, predict the reactants needed to synthesize it. The reactants are: [C:1]([O:5][C:6](=[O:34])[CH2:7][O:8][C:9]1[C:14]([CH3:15])=[CH:13][C:12]([C:16]2[O:17][C:18]3[N:19]=[C:20](S(C)(=O)=O)[N:21]=[C:22]([CH2:25][CH:26]([CH3:28])[CH3:27])[C:23]=3[N:24]=2)=[CH:11][C:10]=1[CH3:33])([CH3:4])([CH3:3])[CH3:2].[Cl:35][C:36]1[CH:37]=[C:38]([OH:42])[CH:39]=[CH:40][CH:41]=1. (10) Given the product [F:1][C:2]1[CH:7]=[CH:6][CH:5]=[C:4]([F:8])[C:3]=1[N:9]1[C:14]2[N:15]=[C:16]([NH:43][CH2:42][CH2:41][CH2:40][NH:39][CH:37]([CH3:38])[CH3:36])[N:17]=[C:18]([C:19]3[CH:20]=[C:21]([CH:28]=[CH:29][C:30]=3[CH3:31])[C:22]([NH:24][CH2:25][CH2:26][CH3:27])=[O:23])[C:13]=2[CH2:12][NH:11][C:10]1=[O:35], predict the reactants needed to synthesize it. The reactants are: [F:1][C:2]1[CH:7]=[CH:6][CH:5]=[C:4]([F:8])[C:3]=1[N:9]1[C:14]2[N:15]=[C:16](S(C)=O)[N:17]=[C:18]([C:19]3[CH:20]=[C:21]([CH:28]=[CH:29][C:30]=3[CH3:31])[C:22]([NH:24][CH2:25][CH2:26][CH3:27])=[O:23])[C:13]=2[CH2:12][NH:11][C:10]1=[O:35].[CH3:36][CH:37]([NH:39][CH2:40][CH2:41][CH2:42][NH2:43])[CH3:38].